Dataset: Catalyst prediction with 721,799 reactions and 888 catalyst types from USPTO. Task: Predict which catalyst facilitates the given reaction. (1) Reactant: [NH2:1][CH2:2][C:3]1[CH:4]=[CH:5][C:6]2[S:11][C:10]3[N:12]=[CH:13][CH:14]=[N:15][C:9]=3[N:8]([CH2:16][O:17][CH3:18])[C:7]=2[CH:19]=1.C(N(CC)CC)C.[Cl:27][CH2:28][C:29](Cl)=[O:30].O. Product: [CH3:18][O:17][CH2:16][N:8]1[C:7]2[CH:19]=[C:3]([CH2:2][NH:1][C:29](=[O:30])[CH2:28][Cl:27])[CH:4]=[CH:5][C:6]=2[S:11][C:10]2[N:12]=[CH:13][CH:14]=[N:15][C:9]1=2. The catalyst class is: 204. (2) Reactant: [OH:1][C:2]1[C:7]2[C:8](=[O:11])[CH2:9][O:10][C:6]=2[CH:5]=[C:4]([OH:12])[CH:3]=1.[CH3:13][O:14][C:15]1[CH:16]=[C:17]2[C:21](=[CH:22][CH:23]=1)[NH:20][C:19]([C:24]1[CH:29]=[CH:28][CH:27]=[CH:26][CH:25]=1)=[C:18]2[CH:30]=O.Cl. Product: [OH:1][C:2]1[C:7]2[C:8](=[O:11])[C:9](=[CH:30][C:18]3[C:17]4[C:21](=[CH:22][CH:23]=[C:15]([O:14][CH3:13])[CH:16]=4)[NH:20][C:19]=3[C:24]3[CH:29]=[CH:28][CH:27]=[CH:26][CH:25]=3)[O:10][C:6]=2[CH:5]=[C:4]([OH:12])[CH:3]=1. The catalyst class is: 14. (3) Reactant: [CH:1]1([O:6][C:7]2[C:8]([O:18][CH3:19])=[CH:9][CH:10]=[C:11]3[C:16]=2[N:15]=[CH:14][NH:13][C:12]3=O)[CH2:5][CH2:4][CH2:3][CH2:2]1.P(Cl)(Cl)([Cl:22])=O.ClCCCl. Product: [Cl:22][C:12]1[C:11]2[C:16](=[C:7]([O:6][CH:1]3[CH2:5][CH2:4][CH2:3][CH2:2]3)[C:8]([O:18][CH3:19])=[CH:9][CH:10]=2)[N:15]=[CH:14][N:13]=1. The catalyst class is: 204. (4) Reactant: [Cl:1]C1C=CC(CC2C3C(=CC=CC=3)C(=O)N(C[C@H]3CCCN3CCC(O)=O)N=2)=CC=1.[Cl:31][C:32]1[CH:37]=[CH:36][C:35]([CH2:38][C:39]2[C:48]3[C:43](=[CH:44][CH:45]=[CH:46][CH:47]=3)[C:42](=[O:49])[N:41]([CH2:50][C@H:51]3[CH2:55][CH2:54][CH2:53][N:52]3[CH2:56][CH2:57][C:58]([OH:60])=O)[N:40]=2)=[CH:34][CH:33]=1.C(N(CC)CC)C.CN(C(ON1N=NC2C=CC=CC1=2)=[N+](C)C)C.[B-](F)(F)(F)F.O[NH:91][C:92](=[NH:96])[CH2:93][CH2:94][CH3:95]. Product: [ClH:1].[Cl:31][C:32]1[CH:37]=[CH:36][C:35]([CH2:38][C:39]2[C:48]3[C:43](=[CH:44][CH:45]=[CH:46][CH:47]=3)[C:42](=[O:49])[N:41]([CH2:50][C@H:51]3[CH2:55][CH2:54][CH2:53][N:52]3[CH2:56][CH2:57][C:58]3[O:60][N:96]=[C:92]([CH2:93][CH2:94][CH3:95])[N:91]=3)[N:40]=2)=[CH:34][CH:33]=1. The catalyst class is: 338.